From a dataset of HIV replication inhibition screening data with 41,000+ compounds from the AIDS Antiviral Screen. Binary Classification. Given a drug SMILES string, predict its activity (active/inactive) in a high-throughput screening assay against a specified biological target. (1) The compound is N=c1c2ccccc2sc2nc3ccccc3n12. The result is 0 (inactive). (2) The compound is COC(=O)c1cc(C)ccc1C1CN=NC12Cc1ccc(C)cc1C2=O. The result is 0 (inactive). (3) The compound is Cc1cc(N(CCC#N)CCC#N)ccc1C=C1SC(=S)NC1=O. The result is 0 (inactive).